Dataset: Catalyst prediction with 721,799 reactions and 888 catalyst types from USPTO. Task: Predict which catalyst facilitates the given reaction. (1) Reactant: [N:1]1([C:7]2[N:8]=[C:9]([CH2:14][C:15]([O-:17])=O)[NH:10][C:11](=[O:13])[CH:12]=2)[CH2:6][CH2:5][O:4][CH2:3][CH2:2]1.[Na+].[OH:19][C:20]1[C:26]([C:27]([F:30])([F:29])[F:28])=[CH:25][CH:24]=[CH:23][C:21]=1[NH2:22].Cl.CN(C)CCCN=C=NCC. Product: [OH:19][C:20]1[C:26]([C:27]([F:28])([F:29])[F:30])=[CH:25][CH:24]=[CH:23][C:21]=1[NH:22][C:15](=[O:17])[CH2:14][C:9]1[NH:10][C:11](=[O:13])[CH:12]=[C:7]([N:1]2[CH2:2][CH2:3][O:4][CH2:5][CH2:6]2)[N:8]=1. The catalyst class is: 672. (2) Reactant: [CH3:1][O:2][C:3]1[CH:4]=[C:5]([CH:32]=[CH:33][CH:34]=1)[C:6]([NH:8][C:9]1[CH:25]=[CH:24][C:12]([O:13][CH2:14][CH2:15][NH:16][C:17](=[O:23])[O:18][C:19](Cl)(Cl)Cl)=[C:11]([C:26]2[N:30]([CH3:31])[N:29]=[CH:28][CH:27]=2)[CH:10]=1)=[O:7].[N+:35]([C:38]1[CH:43]=[CH:42]C(O)=[CH:40][CH:39]=1)([O-:37])=[O:36].[O-2].[Mg+2]. Product: [N+:35]([C:38]1[CH:43]=[CH:42][C:19]([O:18][C:17](=[O:23])[NH:16][CH2:15][CH2:14][O:13][C:12]2[CH:24]=[CH:25][C:9]([NH:8][C:6](=[O:7])[C:5]3[CH:32]=[CH:33][CH:34]=[C:3]([O:2][CH3:1])[CH:4]=3)=[CH:10][C:11]=2[C:26]2[N:30]([CH3:31])[N:29]=[CH:28][CH:27]=2)=[CH:40][CH:39]=1)([O-:37])=[O:36]. The catalyst class is: 13. (3) Reactant: [CH3:1][O:2][CH2:3][CH2:4][C:5]1[S:9][C:8]([S:10]([NH2:13])(=[O:12])=[O:11])=[CH:7][C:6]=1[CH3:14].Cl[C:16](OC1C=CC=CC=1)=[O:17].C(N(CC)CC)C.[F:32][CH2:33][CH2:34][NH:35][C:36]1[CH:41]=[C:40]([S:42][CH3:43])[CH:39]=[C:38]([NH2:44])[N:37]=1. Product: [F:32][CH2:33][CH2:34][NH:35][C:36]1[N:37]=[C:38]([NH:44][C:16]([NH:13][S:10]([C:8]2[S:9][C:5]([CH2:4][CH2:3][O:2][CH3:1])=[C:6]([CH3:14])[CH:7]=2)(=[O:12])=[O:11])=[O:17])[CH:39]=[C:40]([S:42][CH3:43])[CH:41]=1. The catalyst class is: 10. (4) The catalyst class is: 11. Product: [F:15][C:12]([F:13])([F:14])[S:9]([O:8][C:21]1[CH:20]=[N:19][C:18]([C:17]([F:26])([F:25])[F:16])=[N:23][CH:22]=1)(=[O:10])=[O:11]. Reactant: S([O:8][S:9]([C:12]([F:15])([F:14])[F:13])(=[O:11])=[O:10])(C(F)(F)F)(=O)=O.[F:16][C:17]([F:26])([F:25])[C:18]1[N:23]=[CH:22][C:21](O)=[CH:20][N:19]=1.P([O-])([O-])([O-])=O.[K+].[K+].[K+]. (5) Reactant: ClN([C:10]1[C:19]2[C:14](=[CH:15][C:16](O)=[C:17](OC)[CH:18]=2)[N:13]=[CH:12][N:11]=1)C1C=CC=CC=1F.BrCCCOC1CCCCO1.C(=O)([O-])[O-].[K+].[K+]. Product: [N:13]1[C:14]2[C:19](=[CH:18][CH:17]=[CH:16][CH:15]=2)[CH:10]=[N:11][CH:12]=1. The catalyst class is: 18. (6) Reactant: [F:1][C:2]1[CH:7]=[CH:6][C:5]([C:8]2[C:13]([O:14]CC3C=CC(OC)=CC=3)=[CH:12][CH:11]=[C:10]([CH3:24])[C:9]=2[CH:25]([O:30][C:31]([CH3:34])([CH3:33])[CH3:32])[C:26]([O:28][CH3:29])=[O:27])=[CH:4][CH:3]=1.C([O-])=O.[NH4+]. Product: [C:31]([O:30][CH:25]([C:9]1[C:10]([CH3:24])=[CH:11][CH:12]=[C:13]([OH:14])[C:8]=1[C:5]1[CH:6]=[CH:7][C:2]([F:1])=[CH:3][CH:4]=1)[C:26]([O:28][CH3:29])=[O:27])([CH3:34])([CH3:32])[CH3:33]. The catalyst class is: 43. (7) Reactant: C(OC([N:8]1[CH2:12][CH2:11][C:10]([C:13]2[CH:18]=[CH:17][C:16]([N:19]([CH3:26])[C:20](=[O:25])[C:21]([F:24])([F:23])[F:22])=[CH:15][CH:14]=2)=[N:9]1)=O)(C)(C)C.[ClH:27]. Product: [ClH:27].[NH:8]1[CH2:12][CH2:11][C:10]([C:13]2[CH:18]=[CH:17][C:16]([N:19]([CH3:26])[C:20](=[O:25])[C:21]([F:23])([F:24])[F:22])=[CH:15][CH:14]=2)=[N:9]1. The catalyst class is: 5. (8) Reactant: [F:1][CH:2]([F:42])[C:3]1[N:7]([C:8]2[N:13]=[C:12]([N:14]3[CH2:19][CH2:18][O:17][CH2:16][CH2:15]3)[N:11]=[C:10]([N:20]([CH2:27][CH2:28][CH2:29][N:30]3[CH2:35][CH2:34][NH:33][CH2:32][CH2:31]3)[CH:21]3[CH2:26][CH2:25][NH:24][CH2:23][CH2:22]3)[N:9]=2)[C:6]2[CH:36]=[CH:37][CH:38]=[C:39]([O:40][CH3:41])[C:5]=2[N:4]=1.[CH3:43][S:44](Cl)(=[O:46])=[O:45]. Product: [F:42][CH:2]([F:1])[C:3]1[N:7]([C:8]2[N:13]=[C:12]([N:14]3[CH2:15][CH2:16][O:17][CH2:18][CH2:19]3)[N:11]=[C:10]([N:20]([CH2:27][CH2:28][CH2:29][N:30]3[CH2:31][CH2:32][N:33]([S:44]([CH3:43])(=[O:46])=[O:45])[CH2:34][CH2:35]3)[CH:21]3[CH2:22][CH2:23][N:24]([S:44]([CH3:43])(=[O:46])=[O:45])[CH2:25][CH2:26]3)[N:9]=2)[C:6]2[CH:36]=[CH:37][CH:38]=[C:39]([O:40][CH3:41])[C:5]=2[N:4]=1. The catalyst class is: 2.